This data is from Catalyst prediction with 721,799 reactions and 888 catalyst types from USPTO. The task is: Predict which catalyst facilitates the given reaction. (1) Reactant: O[CH:2]=[C:3]1[C:11]2[C:6](=[CH:7][C:8]([C:12]([C:14]3[CH:15]=[C:16]([NH:20][C:21]([C:23]4[N:24]([CH2:29][CH3:30])[N:25]=[C:26]([CH3:28])[CH:27]=4)=[O:22])[CH:17]=[CH:18][CH:19]=3)=[O:13])=[CH:9][CH:10]=2)[NH:5][C:4]1=[O:31].[NH2:32][C:33]1[CH:38]=[CH:37][C:36]([N:39]2[CH2:44][CH2:43][O:42][CH2:41][CH2:40]2)=[CH:35][CH:34]=1. Product: [N:39]1([C:36]2[CH:35]=[CH:34][C:33]([NH:32][CH:2]=[C:3]3[C:11]4[C:6](=[CH:7][C:8]([C:12]([C:14]5[CH:15]=[C:16]([NH:20][C:21]([C:23]6[N:24]([CH2:29][CH3:30])[N:25]=[C:26]([CH3:28])[CH:27]=6)=[O:22])[CH:17]=[CH:18][CH:19]=5)=[O:13])=[CH:9][CH:10]=4)[NH:5][C:4]3=[O:31])=[CH:38][CH:37]=2)[CH2:44][CH2:43][O:42][CH2:41][CH2:40]1. The catalyst class is: 1. (2) Reactant: [N:1]1([CH2:8][CH2:9][N:10]2[CH2:15][CH2:14][CH:13]([NH:16][C:17]([C:19]3[NH:20][C:21]4[C:26]([CH:27]=3)=[C:25]([O:28]C)[CH:24]=[CH:23][CH:22]=4)=[O:18])[CH2:12][CH2:11]2)[CH2:7][CH2:6][CH2:5][CH2:4][CH2:3][CH2:2]1.B(Br)(Br)Br. Product: [N:1]1([CH2:8][CH2:9][N:10]2[CH2:15][CH2:14][CH:13]([NH:16][C:17]([C:19]3[NH:20][C:21]4[C:26]([CH:27]=3)=[C:25]([OH:28])[CH:24]=[CH:23][CH:22]=4)=[O:18])[CH2:12][CH2:11]2)[CH2:7][CH2:6][CH2:5][CH2:4][CH2:3][CH2:2]1. The catalyst class is: 2. (3) Reactant: [H-].[Na+].[S:3]1[CH2:7][C:6](=[O:8])[NH:5][C:4]1=[O:9].[Br:10][CH:11](Br)[CH3:12]. Product: [Br:10][CH2:11][CH2:12][N:5]1[C:6](=[O:8])[CH2:7][S:3][C:4]1=[O:9]. The catalyst class is: 3. (4) Reactant: Cl.C(N=C=NCCCN(C)C)C.[Cl:13][C:14]1[CH:15]=[N:16][CH:17]=[C:18]([Cl:33])[C:19]=1[CH2:20][CH:21]([C:23]1[CH:28]=[CH:27][C:26]([O:29][CH3:30])=[C:25]([O:31][CH3:32])[CH:24]=1)[OH:22].[CH2:34]([C:38]1[CH:43]=[CH:42][C:41]([C@H:44]([CH3:48])[C:45](O)=[O:46])=[CH:40][CH:39]=1)[CH:35]([CH3:37])[CH3:36].[NH4+].[Cl-]. Product: [Cl:33][C:18]1[CH:17]=[N:16][CH:15]=[C:14]([Cl:13])[C:19]=1[CH2:20][CH:21]([O:22][C:45](=[O:46])[C@H:44]([C:41]1[CH:42]=[CH:43][C:38]([CH2:34][CH:35]([CH3:37])[CH3:36])=[CH:39][CH:40]=1)[CH3:48])[C:23]1[CH:28]=[CH:27][C:26]([O:29][CH3:30])=[C:25]([O:31][CH3:32])[CH:24]=1. The catalyst class is: 143. (5) Reactant: Cl[CH2:2][C:3]1[CH:8]=[CH:7][C:6]([C:9]2[N:10]([CH3:26])[O:11][C:12]([C:18]3[CH:23]=[C:22]([Cl:24])[CH:21]=[C:20]([Cl:25])[CH:19]=3)([C:14]([F:17])([F:16])[F:15])[CH:13]=2)=[CH:5][C:4]=1[CH3:27].[C:28]1(=[O:38])[NH:32][C:31](=[O:33])[C:30]2=[CH:34][CH:35]=[CH:36][CH:37]=[C:29]12.[K].[I-].[Na+].CCCCCC. Product: [Cl:25][C:20]1[CH:19]=[C:18]([C:12]2([C:14]([F:15])([F:17])[F:16])[O:11][N:10]([CH3:26])[C:9]([C:6]3[CH:7]=[CH:8][C:3]([CH2:2][N:32]4[C:28](=[O:38])[C:29]5[C:30](=[CH:34][CH:35]=[CH:36][CH:37]=5)[C:31]4=[O:33])=[C:4]([CH3:27])[CH:5]=3)=[CH:13]2)[CH:23]=[C:22]([Cl:24])[CH:21]=1. The catalyst class is: 35. (6) Reactant: [C@@H:1]12[O:8][C@@H:5]([CH2:6][CH2:7]1)[CH2:4][N:3]([C:9]1[CH:10]=[C:11]([NH:15][C:16]3[C:17]4[N:25]=[CH:24][S:23][C:18]=4[N:19]=[C:20](Cl)[N:21]=3)[CH:12]=[CH:13][CH:14]=1)[CH2:2]2.CC1(C)C(C)(C)OB([C:34]2[CH:35]=[C:36]([CH:41]=[CH:42][CH:43]=2)[C:37]([O:39][CH3:40])=[O:38])O1.C([O-])([O-])=O.[Na+].[Na+]. Product: [C@@H:1]12[O:8][C@@H:5]([CH2:6][CH2:7]1)[CH2:4][N:3]([C:9]1[CH:10]=[C:11]([NH:15][C:16]3[C:17]4[N:25]=[CH:24][S:23][C:18]=4[N:19]=[C:20]([C:34]4[CH:35]=[C:36]([CH:41]=[CH:42][CH:43]=4)[C:37]([O:39][CH3:40])=[O:38])[N:21]=3)[CH:12]=[CH:13][CH:14]=1)[CH2:2]2. The catalyst class is: 70. (7) Reactant: [Cl:1][C:2]1[CH:10]=[CH:9][C:5]([C:6](Cl)=[O:7])=[CH:4][N:3]=1.[NH2:11][C:12]1[CH:13]=[C:14]([C:20]([N:22]2[CH2:27][CH2:26][CH:25]([C:28]3[CH:33]=[CH:32][C:31]([C:34]4[CH:35]=[N:36][N:37]([CH3:39])[CH:38]=4)=[CH:30][CH:29]=3)[CH2:24][CH2:23]2)=[O:21])[CH:15]=[CH:16][C:17]=1[CH2:18][CH3:19].N1C=CC=CC=1. Product: [Cl:1][C:2]1[CH:10]=[CH:9][C:5]([C:6]([NH:11][C:12]2[CH:13]=[C:14]([C:20]([N:22]3[CH2:23][CH2:24][CH:25]([C:28]4[CH:33]=[CH:32][C:31]([C:34]5[CH:35]=[N:36][N:37]([CH3:39])[CH:38]=5)=[CH:30][CH:29]=4)[CH2:26][CH2:27]3)=[O:21])[CH:15]=[CH:16][C:17]=2[CH2:18][CH3:19])=[O:7])=[CH:4][N:3]=1. The catalyst class is: 2. (8) Reactant: [F:1][C:2]([F:16])([F:15])[C:3]1[CH:14]=[CH:13][C:6]([CH2:7][CH:8]([C:11]#[N:12])[C:9]#[N:10])=[CH:5][CH:4]=1.[H-].[Na+].Br[CH2:20][CH2:21][F:22]. Product: [F:22][CH2:21][CH2:20][C:8]([CH2:7][C:6]1[CH:5]=[CH:4][C:3]([C:2]([F:15])([F:16])[F:1])=[CH:14][CH:13]=1)([C:11]#[N:12])[C:9]#[N:10]. The catalyst class is: 9. (9) Reactant: [N:1]([O-])=O.[Na+].[NH2:5][C:6]1[CH:11]=[CH:10][C:9]([CH2:12][S:13]([NH:16][CH3:17])(=[O:15])=[O:14])=[CH:8][CH:7]=1.O.O.[Sn](Cl)(Cl)(Cl)[Cl:21]. Product: [ClH:21].[NH:5]([C:6]1[CH:11]=[CH:10][C:9]([CH2:12][S:13]([NH:16][CH3:17])(=[O:15])=[O:14])=[CH:8][CH:7]=1)[NH2:1]. The catalyst class is: 223. (10) Reactant: C(O[BH-](OC(=O)C)OC(=O)C)(=O)C.[Na+].[CH:15]([C:17]1[CH:18]=[C:19]([NH:25][C:26](=[O:48])[CH2:27][N:28]2[CH:32]=[C:31]([O:33][C:34]3[C:43]4[C:38](=[CH:39][C:40]([O:46][CH3:47])=[C:41]([O:44][CH3:45])[CH:42]=4)[N:37]=[CH:36][N:35]=3)[CH:30]=[N:29]2)[CH:20]=[CH:21][C:22]=1[O:23][CH3:24])=O.[CH3:49][C:50](=[CH2:53])[CH2:51][NH2:52].CO. Product: [CH3:24][O:23][C:22]1[CH:21]=[CH:20][C:19]([NH:25][C:26](=[O:48])[CH2:27][N:28]2[CH:32]=[C:31]([O:33][C:34]3[C:43]4[C:38](=[CH:39][C:40]([O:46][CH3:47])=[C:41]([O:44][CH3:45])[CH:42]=4)[N:37]=[CH:36][N:35]=3)[CH:30]=[N:29]2)=[CH:18][C:17]=1[CH2:15][NH:52][CH2:51][C:50]([CH3:53])=[CH2:49]. The catalyst class is: 2.